This data is from Forward reaction prediction with 1.9M reactions from USPTO patents (1976-2016). The task is: Predict the product of the given reaction. Given the reactants [CH3:1][CH:2]([C:9]1[S:27][C:12]2[N:13]=[C:14]([O:18][CH2:19][CH2:20][CH2:21][CH2:22][CH2:23][CH2:24][CH2:25][CH3:26])[O:15][C:16](=[O:17])[C:11]=2[CH:10]=1)[CH2:3][CH2:4][CH:5]=[C:6]([CH3:8])[CH3:7].CC(C1SC2N=[C:41](OCCCCCCCC)[O:42]C(=O)C=2C=1)CCCC(C)=C, predict the reaction product. The product is: [CH3:41][O:42][C:6]([CH3:8])([CH3:7])[CH2:5][CH2:4][CH2:3][CH:2]([C:9]1[S:27][C:12]2[N:13]=[C:14]([O:18][CH2:19][CH2:20][CH2:21][CH2:22][CH2:23][CH2:24][CH2:25][CH3:26])[O:15][C:16](=[O:17])[C:11]=2[CH:10]=1)[CH3:1].